This data is from Merck oncology drug combination screen with 23,052 pairs across 39 cell lines. The task is: Regression. Given two drug SMILES strings and cell line genomic features, predict the synergy score measuring deviation from expected non-interaction effect. (1) Drug 1: CCC1(O)CC2CN(CCc3c([nH]c4ccccc34)C(C(=O)OC)(c3cc4c(cc3OC)N(C)C3C(O)(C(=O)OC)C(OC(C)=O)C5(CC)C=CCN6CCC43C65)C2)C1. Drug 2: C#Cc1cccc(Nc2ncnc3cc(OCCOC)c(OCCOC)cc23)c1. Cell line: SKMEL30. Synergy scores: synergy=43.3. (2) Drug 1: Cc1nc(Nc2ncc(C(=O)Nc3c(C)cccc3Cl)s2)cc(N2CCN(CCO)CC2)n1. Drug 2: COC1CC2CCC(C)C(O)(O2)C(=O)C(=O)N2CCCCC2C(=O)OC(C(C)CC2CCC(OP(C)(C)=O)C(OC)C2)CC(=O)C(C)C=C(C)C(O)C(OC)C(=O)C(C)CC(C)C=CC=CC=C1C. Cell line: LOVO. Synergy scores: synergy=56.9. (3) Drug 1: O=c1[nH]cc(F)c(=O)[nH]1. Drug 2: C=CCn1c(=O)c2cnc(Nc3ccc(N4CCN(C)CC4)cc3)nc2n1-c1cccc(C(C)(C)O)n1. Cell line: SW620. Synergy scores: synergy=8.05. (4) Drug 1: CCC1=CC2CN(C1)Cc1c([nH]c3ccccc13)C(C(=O)OC)(c1cc3c(cc1OC)N(C)C1C(O)(C(=O)OC)C(OC(C)=O)C4(CC)C=CCN5CCC31C54)C2. Drug 2: COC1CC2CCC(C)C(O)(O2)C(=O)C(=O)N2CCCCC2C(=O)OC(C(C)CC2CCC(OP(C)(C)=O)C(OC)C2)CC(=O)C(C)C=C(C)C(O)C(OC)C(=O)C(C)CC(C)C=CC=CC=C1C. Cell line: LNCAP. Synergy scores: synergy=15.3.